From a dataset of Catalyst prediction with 721,799 reactions and 888 catalyst types from USPTO. Predict which catalyst facilitates the given reaction. Reactant: Cl[C:2]1[CH:7]=[C:6]([O:8][C:9]2[C:18]3[C:13](=[CH:14][CH:15]=[CH:16][CH:17]=3)[C:12]([NH:19][C:20](=[O:26])[O:21][C:22]([CH3:25])([CH3:24])[CH3:23])=[CH:11][CH:10]=2)[CH:5]=[CH:4][N:3]=1.[NH2:27][C:28]1[CH:29]=[C:30]([CH:34]=[C:35]([O:37][CH3:38])[CH:36]=1)[C:31]([OH:33])=[O:32].C([O-])([O-])=O.[Cs+].[Cs+].C1(P(C2C=CC=CC=2)C2C=CC3C(=CC=CC=3)C=2C2C3C(=CC=CC=3)C=CC=2P(C2C=CC=CC=2)C2C=CC=CC=2)C=CC=CC=1. Product: [C:22]([O:21][C:20]([NH:19][C:12]1[C:13]2[C:18](=[CH:17][CH:16]=[CH:15][CH:14]=2)[C:9]([O:8][C:6]2[CH:5]=[CH:4][N:3]=[C:2]([NH:27][C:28]3[CH:29]=[C:30]([CH:34]=[C:35]([O:37][CH3:38])[CH:36]=3)[C:31]([OH:33])=[O:32])[CH:7]=2)=[CH:10][CH:11]=1)=[O:26])([CH3:25])([CH3:24])[CH3:23]. The catalyst class is: 62.